From a dataset of Reaction yield outcomes from USPTO patents with 853,638 reactions. Predict the reaction yield, written as a fraction of the theoretical maximum amount of product (1.0 means a 100% yield; for example, 0.34 means a 34% yield). The reactants are [NH2:1][C:2]1[CH:7]=[CH:6][C:5]([NH:8][C:9](=[O:15])/[CH:10]=[CH:11]\[C:12]([OH:14])=[O:13])=[CH:4][CH:3]=1.[OH2:16].[OH-].[Na+:18]. The catalyst is O1CCCC1. The product is [OH2:13].[OH2:16].[NH2:1][C:2]1[CH:3]=[CH:4][C:5]([NH:8][C:9](=[O:15])/[CH:10]=[CH:11]\[C:12]([O-:14])=[O:13])=[CH:6][CH:7]=1.[Na+:18]. The yield is 0.900.